Dataset: Tox21: 12 toxicity assays (nuclear receptors and stress response pathways). Task: Binary classification across 12 toxicity assays. (1) The drug is Nc1ccc(S(N)(=O)=O)cc1. It tested positive (active) for: NR-Aromatase (Aromatase enzyme inhibition). (2) The compound is CCN(CC)C(=O)N[C@H]1C[C@@H]2c3cccc4[nH]cc(c34)C[C@H]2N(C)C1. It tested positive (active) for: NR-AhR (Aryl hydrocarbon Receptor agonist activity), and NR-ER (Estrogen Receptor agonist activity). (3) The drug is CCc1c2c(nc3ccc(OC(=O)N4CCC(N5CCCCC5)CC4)cc13)-c1cc3c(c(=O)n1C2)COC(=O)[C@]3(O)CC. It tested positive (active) for: SR-MMP (Mitochondrial Membrane Potential disruption), and SR-p53 (p53 tumor suppressor activation).